This data is from Forward reaction prediction with 1.9M reactions from USPTO patents (1976-2016). The task is: Predict the product of the given reaction. (1) The product is: [CH3:37][O:36][C:21]1[CH:22]=[C:23]([CH:34]=[CH:35][C:20]=1[NH:19][C:2]1[N:12]=[C:11]2[C:5](=[CH:4][N:3]=1)[NH:6][C:7](=[O:18])[CH2:8][CH2:9][N:10]2[CH:13]([CH3:17])[CH2:14][O:15][CH3:16])[C:24]([NH:26][CH:27]1[CH2:32][CH2:31][N:30]([CH3:33])[CH2:29][CH2:28]1)=[O:25]. Given the reactants Cl[C:2]1[N:12]=[C:11]2[C:5]([NH:6][C:7](=[O:18])[CH2:8][CH2:9][N:10]2[CH:13]([CH3:17])[CH2:14][O:15][CH3:16])=[CH:4][N:3]=1.[NH2:19][C:20]1[CH:35]=[CH:34][C:23]([C:24]([NH:26][CH:27]2[CH2:32][CH2:31][N:30]([CH3:33])[CH2:29][CH2:28]2)=[O:25])=[CH:22][C:21]=1[O:36][CH3:37].O.C1(C)C=CC(S(O)(=O)=O)=CC=1, predict the reaction product. (2) Given the reactants [CH:1]([C:4]1[CH:9]=[C:8]([C:10]2[C:11]([OH:19])=[C:12]([O:17][CH3:18])[CH:13]=[C:14]([CH3:16])[CH:15]=2)[C:7]([OH:20])=[CH:6][C:5]=1[CH3:21])([CH3:3])[CH3:2].[CH2:22]([Li])[CH2:23][CH2:24][CH3:25].Cl[P:28]1[O:32][C:31]([C:39]2[CH:44]=[CH:43][CH:42]=[CH:41][CH:40]=2)([C:33]2[CH:38]=[CH:37][CH:36]=[CH:35][CH:34]=2)[C:30]([C:51]2[CH:56]=[CH:55][CH:54]=[CH:53][CH:52]=2)([C:45]2[CH:50]=[CH:49][CH:48]=[CH:47][CH:46]=2)[O:29]1, predict the reaction product. The product is: [CH:1]([C:4]1[C:5]([CH3:21])=[CH:6][C:7]([O:20][P:28]2[O:32][C:31]([C:39]3[CH:44]=[CH:43][CH:42]=[CH:41][CH:40]=3)([C:33]3[CH:38]=[CH:37][CH:36]=[CH:35][CH:34]=3)[C:30]([C:51]3[CH:56]=[CH:55][CH:54]=[CH:53][CH:52]=3)([C:45]3[CH:50]=[CH:49][CH:48]=[CH:47][CH:46]=3)[O:29]2)=[C:8]([C:10]2[CH:15]=[C:14]([CH3:16])[CH:13]=[C:12]([O:17][CH3:18])[C:11]=2[O:19][P:28]2[O:32][C:24]([C:39]3[CH:44]=[CH:43][CH:42]=[CH:41][CH:40]=3)([C:23]3[CH:22]=[CH:31][CH:30]=[CH:51][CH:52]=3)[C:25]([C:38]3[CH:33]=[CH:34][CH:35]=[CH:36][CH:37]=3)([C:45]3[CH:50]=[CH:49][CH:48]=[CH:47][CH:46]=3)[O:29]2)[CH:9]=1)([CH3:3])[CH3:2]. (3) Given the reactants [Cl:1][C:2]1[CH:10]=[C:9]([S:11]([CH3:14])(=[O:13])=[O:12])[CH:8]=[CH:7][C:3]=1[C:4](Cl)=[O:5].[NH2:15][C:16]1[N:20]([CH2:21][CH2:22][O:23][CH3:24])[N:19]=[N:18][N:17]=1.O.Cl, predict the reaction product. The product is: [Cl:1][C:2]1[CH:10]=[C:9]([S:11]([CH3:14])(=[O:13])=[O:12])[CH:8]=[CH:7][C:3]=1[C:4]([NH:15][C:16]1[N:20]([CH2:21][CH2:22][O:23][CH3:24])[N:19]=[N:18][N:17]=1)=[O:5]. (4) Given the reactants [Na].Cl.[NH2:3]O.[F:5][C:6]([CH3:14])([CH3:13])[C:7]([O:11]C)=[CH:8][C:9]#[N:10].Cl.[OH-].[Na+], predict the reaction product. The product is: [F:5][C:6]([C:7]1[O:11][N:10]=[C:9]([NH2:3])[CH:8]=1)([CH3:14])[CH3:13]. (5) Given the reactants [Cl:1][C:2]1[CH:7]=[CH:6][N:5]=[C:4]2[NH:8][C:9]([CH:11]3[CH2:16][CH2:15][N:14]([C:17](OC(C)(C)C)=O)[CH2:13][CH2:12]3)=[CH:10][C:3]=12.FC(F)(F)C(O)=O.C=O.C([BH3-])#N.[Na+], predict the reaction product. The product is: [Cl:1][C:2]1[CH:7]=[CH:6][N:5]=[C:4]2[NH:8][C:9]([CH:11]3[CH2:16][CH2:15][N:14]([CH3:17])[CH2:13][CH2:12]3)=[CH:10][C:3]=12. (6) Given the reactants [C:1]12([C:11]3[CH:12]=[C:13]([C:18]4[CH:25]=[CH:24][CH:23]=[CH:22][C:19]=4[CH:20]=O)[CH:14]=[CH:15][C:16]=3[OH:17])[CH2:10][CH:5]3[CH2:6][CH:7]([CH2:9][CH:3]([CH2:4]3)[CH2:2]1)[CH2:8]2.[S:26]1[CH2:32][C:30](=[O:31])[NH:29][C:27]1=S.[NH:33]1[CH2:38][CH2:37][O:36][CH2:35][CH2:34]1, predict the reaction product. The product is: [C:1]12([C:11]3[CH:12]=[C:13]([C:18]4[CH:25]=[CH:24][CH:23]=[CH:22][C:19]=4[CH:20]=[C:32]4[S:26][C:27]([N:33]5[CH2:38][CH2:37][O:36][CH2:35][CH2:34]5)=[N:29][C:30]4=[O:31])[CH:14]=[CH:15][C:16]=3[OH:17])[CH2:2][CH:3]3[CH2:4][CH:5]([CH2:6][CH:7]([CH2:9]3)[CH2:8]1)[CH2:10]2. (7) Given the reactants [F:1][C:2]1[CH:7]=[CH:6][C:5]([C:8]2[C:12]([CH2:13][O:14][C:15]3[CH:23]=[CH:22][C:18]([C:19]([OH:21])=O)=[CH:17][N:16]=3)=[C:11]([CH3:24])[O:10][N:9]=2)=[CH:4][CH:3]=1.[NH:25]1[CH2:30][CH2:29][O:28][CH2:27][CH2:26]1, predict the reaction product. The product is: [F:1][C:2]1[CH:3]=[CH:4][C:5]([C:8]2[C:12]([CH2:13][O:14][C:15]3[N:16]=[CH:17][C:18]([C:19]([N:25]4[CH2:30][CH2:29][O:28][CH2:27][CH2:26]4)=[O:21])=[CH:22][CH:23]=3)=[C:11]([CH3:24])[O:10][N:9]=2)=[CH:6][CH:7]=1. (8) Given the reactants [OH:1][CH:2]([C:16]12[CH2:23][CH2:22][C:19]([NH:24][C:25](=[O:31])[O:26][C:27]([CH3:30])([CH3:29])[CH3:28])([CH2:20][CH2:21]1)[CH2:18][O:17]2)[CH2:3][N:4]1[C:13]2[C:8](=[N:9][CH:10]=[C:11]([OH:14])[CH:12]=2)[CH:7]=[CH:6][C:5]1=[O:15].Br[CH2:33][CH2:34][CH2:35][O:36][CH:37]1[CH2:42][CH2:41][CH2:40][CH2:39][O:38]1, predict the reaction product. The product is: [OH:1][CH:2]([C:16]12[CH2:23][CH2:22][C:19]([NH:24][C:25](=[O:31])[O:26][C:27]([CH3:28])([CH3:30])[CH3:29])([CH2:20][CH2:21]1)[CH2:18][O:17]2)[CH2:3][N:4]1[C:13]2[C:8](=[N:9][CH:10]=[C:11]([O:14][CH2:33][CH2:34][CH2:35][O:36][CH:37]3[CH2:42][CH2:41][CH2:40][CH2:39][O:38]3)[CH:12]=2)[CH:7]=[CH:6][C:5]1=[O:15]. (9) Given the reactants [O:1]1[CH2:6][C:5](=[O:7])[NH:4][C:3]2[CH:8]=[N:9][CH:10]=[CH:11][C:2]1=2.[H-].[Na+].Br[CH2:15][C:16]([C:18]1[CH:23]=[C:22]([Br:24])[C:21]([OH:25])=[C:20]([Br:26])[CH:19]=1)=[O:17], predict the reaction product. The product is: [Br:24][C:22]1[CH:23]=[C:18]([C:16](=[O:17])[CH2:15][N:4]2[C:5](=[O:7])[CH2:6][O:1][C:2]3[CH:11]=[CH:10][N:9]=[CH:8][C:3]2=3)[CH:19]=[C:20]([Br:26])[C:21]=1[OH:25].